This data is from M1 muscarinic receptor agonist screen with 61,833 compounds. The task is: Binary Classification. Given a drug SMILES string, predict its activity (active/inactive) in a high-throughput screening assay against a specified biological target. The result is 0 (inactive). The molecule is S1c2c(N(CC(=O)Nc3cc(F)ccc3)C(=O)CC1)cccc2.